This data is from Forward reaction prediction with 1.9M reactions from USPTO patents (1976-2016). The task is: Predict the product of the given reaction. (1) Given the reactants [C:1]([NH:9][NH:10][C:11]([C@H:13]1[CH2:18][CH2:17][C@H:16]([C:19]([O:21][CH3:22])=[O:20])[CH2:15][CH2:14]1)=[O:12])(=O)[C:2]1[CH:7]=[CH:6][CH:5]=[CH:4][CH:3]=1.P(Cl)(Cl)(Cl)=O, predict the reaction product. The product is: [C:2]1([C:1]2[O:12][C:11]([C@H:13]3[CH2:18][CH2:17][C@H:16]([C:19]([O:21][CH3:22])=[O:20])[CH2:15][CH2:14]3)=[N:10][N:9]=2)[CH:7]=[CH:6][CH:5]=[CH:4][CH:3]=1. (2) Given the reactants [Br:1][C:2]1[CH:3]=[C:4]([CH:6]=[C:7]([C:9]([F:12])([F:11])[F:10])[CH:8]=1)[NH2:5].Cl.[CH2:14]([O:16]CC)C, predict the reaction product. The product is: [Br:1][C:2]1[CH:3]=[C:4]([N:5]=[C:14]=[O:16])[CH:6]=[C:7]([C:9]([F:10])([F:11])[F:12])[CH:8]=1. (3) Given the reactants [NH:1]1[CH2:4][CH:3]([C:5]([NH:7][C@H:8]2[CH2:13][C:12]3[CH:14]=[CH:15][CH:16]=[C:17]([C:18]([OH:20])=[O:19])[C:11]=3[O:10][B:9]2[OH:21])=[O:6])[CH2:2]1.[N:22]([C:25]1[CH:33]=[CH:32][C:28]([N:29]([CH3:31])[CH3:30])=[CH:27][CH:26]=1)=[C:23]=[O:24], predict the reaction product. The product is: [CH3:30][N:29]([CH3:31])[C:28]1[CH:32]=[CH:33][C:25]([NH:22][C:23]([N:1]2[CH2:4][CH:3]([C:5]([NH:7][C@H:8]3[CH2:13][C:12]4[CH:14]=[CH:15][CH:16]=[C:17]([C:18]([OH:20])=[O:19])[C:11]=4[O:10][B:9]3[OH:21])=[O:6])[CH2:2]2)=[O:24])=[CH:26][CH:27]=1. (4) Given the reactants Cl[C:2]1[C:3](=[O:27])[N:4]([CH3:26])[N:5]=[CH:6][C:7]=1[N:8]1[CH:13]=[CH:12][C:11]([C:14]([F:17])([F:16])[F:15])=[C:10]([C:18]2[CH:19]=[C:20]([CH3:24])[CH:21]=[CH:22][CH:23]=2)[C:9]1=[O:25].[OH-].[K+].N1CC[O:33]CC1, predict the reaction product. The product is: [OH:33][C:2]1[C:3](=[O:27])[N:4]([CH3:26])[N:5]=[CH:6][C:7]=1[N:8]1[CH:13]=[CH:12][C:11]([C:14]([F:17])([F:16])[F:15])=[C:10]([C:18]2[CH:19]=[C:20]([CH3:24])[CH:21]=[CH:22][CH:23]=2)[C:9]1=[O:25]. (5) Given the reactants [C:1]([C:5]1[CH:6]=[C:7]([OH:22])[C:8]([C:15]2[CH:20]=[CH:19][C:18]([Cl:21])=[CH:17][CH:16]=2)=[C:9]([C:11]([CH3:14])([CH3:13])[CH3:12])[CH:10]=1)([CH3:4])([CH3:3])[CH3:2].O[CH2:24][NH:25][C:26](=[O:29])[CH2:27][Cl:28].FC(F)(F)C(O)=O, predict the reaction product. The product is: [Cl:28][CH2:27][C:26]([NH:25][CH2:24][C:6]1[C:7]([OH:22])=[C:8]([C:15]2[CH:16]=[CH:17][C:18]([Cl:21])=[CH:19][CH:20]=2)[C:9]([C:11]([CH3:14])([CH3:13])[CH3:12])=[CH:10][C:5]=1[C:1]([CH3:2])([CH3:3])[CH3:4])=[O:29]. (6) Given the reactants [Cl:1][C:2]1[CH:22]=[CH:21][CH:20]=[CH:19][C:3]=1[CH:4]([O:12][CH:13]1[CH2:18][CH2:17][NH:16][CH2:15][CH2:14]1)[C:5]1[CH:10]=[CH:9][CH:8]=[CH:7][C:6]=1[Cl:11].[Cl:23][C:24]1[CH:25]=[C:26]([N:32]=[C:33]=[O:34])[CH:27]=[CH:28][C:29]=1[O:30][CH3:31].C(N(CC)CC)C, predict the reaction product. The product is: [Cl:11][C:6]1[CH:7]=[CH:8][CH:9]=[CH:10][C:5]=1[CH:4]([O:12][CH:13]1[CH2:18][CH2:17][N:16]([C:33]([NH:32][C:26]2[CH:27]=[CH:28][C:29]([O:30][CH3:31])=[C:24]([Cl:23])[CH:25]=2)=[O:34])[CH2:15][CH2:14]1)[C:3]1[CH:19]=[CH:20][CH:21]=[CH:22][C:2]=1[Cl:1]. (7) Given the reactants O=[C:2]1[C:11]2[CH:10]=[CH:9][CH:8]=[C:7]3[NH:12][CH:13](C4C=CC(C=O)=CC=4)[CH:14](C4C=CC(C=O)=CC=4)[C:5]([C:6]=23)=[N:4][NH:3]1.[BH4-].[Na+].[CH3:33][OH:34], predict the reaction product. The product is: [CH3:13][NH:12][CH2:7][C:6]1[CH:11]=[CH:10][C:2]([N:3]2[N:4]=[C:5]3[CH2:14][CH2:13][NH:12][C:7]4[C:6]3=[C:11]([CH:10]=[CH:9][CH:8]=4)[C:33]2=[O:34])=[CH:14][CH:5]=1.